Dataset: Peptide-MHC class I binding affinity with 185,985 pairs from IEDB/IMGT. Task: Regression. Given a peptide amino acid sequence and an MHC pseudo amino acid sequence, predict their binding affinity value. This is MHC class I binding data. (1) The peptide sequence is YSLLNRKAI. The MHC is HLA-B44:02 with pseudo-sequence HLA-B44:02. The binding affinity (normalized) is 0.0847. (2) The peptide sequence is SDYLELDEI. The MHC is Patr-B2401 with pseudo-sequence Patr-B2401. The binding affinity (normalized) is 0.638. (3) The peptide sequence is DVRPRHPGY. The MHC is HLA-A26:03 with pseudo-sequence HLA-A26:03. The binding affinity (normalized) is 0.454.